Predict the reactants needed to synthesize the given product. From a dataset of Full USPTO retrosynthesis dataset with 1.9M reactions from patents (1976-2016). (1) Given the product [Br:20][C:4]1[CH:5]=[C:6]([N+:9]([O-:11])=[O:10])[CH:7]=[CH:8][C:3]=1[CH2:1][CH3:2], predict the reactants needed to synthesize it. The reactants are: [CH2:1]([C:3]1[CH:8]=[CH:7][C:6]([N+:9]([O-:11])=[O:10])=[CH:5][CH:4]=1)[CH3:2].FC(F)(F)S(O)(=O)=O.[Br:20]N1C(C)(C)C(=O)N(Br)C1=O.S(S([O-])=O)([O-])=O.[Na+].[Na+]. (2) Given the product [ClH:1].[NH2:12][CH2:11][CH2:10][CH:9]([NH:8][C:6]([C:5]1[CH:26]=[CH:27][C:2]([Cl:1])=[C:3]([NH:28][C:29]([C:31]2[C:50](=[O:51])[NH:49][C:34]3[N:35]=[C:36]([NH:39][CH2:40][CH2:41][N:42]4[CH2:43][CH2:44][N:45]([CH3:48])[CH2:46][CH2:47]4)[N:37]=[CH:38][C:33]=3[CH:32]=2)=[O:30])[CH:4]=1)=[O:7])[C:20]1[CH:21]=[CH:22][CH:23]=[CH:24][CH:25]=1, predict the reactants needed to synthesize it. The reactants are: [Cl:1][C:2]1[CH:27]=[CH:26][C:5]([C:6]([NH:8][CH:9]([C:20]2[CH:25]=[CH:24][CH:23]=[CH:22][CH:21]=2)[CH2:10][CH2:11][NH:12]C(=O)OC(C)(C)C)=[O:7])=[CH:4][C:3]=1[NH:28][C:29]([C:31]1[C:50](=[O:51])[NH:49][C:34]2[N:35]=[C:36]([NH:39][CH2:40][CH2:41][N:42]3[CH2:47][CH2:46][N:45]([CH3:48])[CH2:44][CH2:43]3)[N:37]=[CH:38][C:33]=2[CH:32]=1)=[O:30].Cl.